From a dataset of Full USPTO retrosynthesis dataset with 1.9M reactions from patents (1976-2016). Predict the reactants needed to synthesize the given product. (1) Given the product [Cl:1][C:2]1[CH:7]=[CH:6][C:5]([C:8]([F:9])([F:10])[F:11])=[CH:4][C:3]=1[C:12]#[CH:13], predict the reactants needed to synthesize it. The reactants are: [Cl:1][C:2]1[CH:7]=[CH:6][C:5]([C:8]([F:11])([F:10])[F:9])=[CH:4][C:3]=1[C:12]#[C:13][Si](C)(C)C.CO.C(=O)([O-])[O-].[K+].[K+]. (2) Given the product [CH3:1][C:2]1[O:6][C:5]([CH2:7][CH:8]2[CH2:13][CH2:12][NH:11][CH2:10][CH2:9]2)=[N:4][CH:3]=1, predict the reactants needed to synthesize it. The reactants are: [CH3:1][C:2]1[O:6][C:5]([CH2:7][CH:8]2[CH2:13][CH2:12][N:11](C(OC(C)(C)C)=O)[CH2:10][CH2:9]2)=[N:4][CH:3]=1.C(O)(C(F)(F)F)=O.